Dataset: Forward reaction prediction with 1.9M reactions from USPTO patents (1976-2016). Task: Predict the product of the given reaction. (1) Given the reactants [C:1]1([C:10]2[CH:15]=[CH:14][CH:13]=[CH:12][CH:11]=2)[CH:6]=[CH:5][C:4]([C:7]([NH2:9])=[O:8])=[CH:3][CH:2]=1.[Cl:16][CH2:17][C:18](Cl)=[O:19], predict the reaction product. The product is: [Cl:16][CH2:17][C:18]([NH:9][C:7]([C:4]1[CH:3]=[CH:2][C:1]([C:10]2[CH:11]=[CH:12][CH:13]=[CH:14][CH:15]=2)=[CH:6][CH:5]=1)=[O:8])=[O:19]. (2) Given the reactants [Cl:1][C:2]1[C:3]([C:10]([OH:12])=O)=[N:4][N:5]([CH:7]([F:9])[F:8])[CH:6]=1.Cl.[CH3:14][NH:15][O:16][CH3:17].CN1CCOCC1.Cl.CN(C)CCCN=C=NCC, predict the reaction product. The product is: [CH3:17][O:16][N:15]([CH3:14])[C:10]([C:3]1[C:2]([Cl:1])=[CH:6][N:5]([CH:7]([F:9])[F:8])[N:4]=1)=[O:12].